From a dataset of Reaction yield outcomes from USPTO patents with 853,638 reactions. Predict the reaction yield, written as a fraction of the theoretical maximum amount of product (1.0 means a 100% yield; for example, 0.34 means a 34% yield). (1) The reactants are I[CH2:2][CH2:3][CH2:4][S:5][CH2:6][CH2:7][CH2:8][C:9]([F:15])([F:14])[C:10]([F:13])([F:12])[F:11].[CH3:16][NH2:17]. The catalyst is CC#N. The product is [CH3:16][NH:17][CH2:2][CH2:3][CH2:4][S:5][CH2:6][CH2:7][CH2:8][C:9]([F:15])([F:14])[C:10]([F:13])([F:12])[F:11]. The yield is 0.890. (2) The reactants are Cl[C:2]1[N:7]=[C:6]([NH:8][CH3:9])[C:5]([N+:10]([O-:12])=[O:11])=[CH:4][N:3]=1.[NH2:13][C:14]1[CH:26]=[CH:25][C:17]([C:18]([N:20]([CH2:23][CH3:24])[CH2:21][CH3:22])=[O:19])=[CH:16][CH:15]=1. The catalyst is C1COCC1.CC(O)C.O. The product is [CH2:23]([N:20]([CH2:21][CH3:22])[C:18]([C:17]1[CH:25]=[CH:26][C:14]([NH:13][C:2]2[N:7]=[C:6]([NH:8][CH3:9])[C:5]([N+:10]([O-:12])=[O:11])=[CH:4][N:3]=2)=[CH:15][CH:16]=1)=[O:19])[CH3:24]. The yield is 0.870.